From a dataset of Full USPTO retrosynthesis dataset with 1.9M reactions from patents (1976-2016). Predict the reactants needed to synthesize the given product. Given the product [C:17]([N:11]1[C:10]2[C:9](=[CH:8][C:7]([F:6])=[CH:13][CH:12]=2)[C@H:31]([NH:34][C:35](=[O:44])[O:36][CH2:37][C:38]2[CH:39]=[CH:40][CH:41]=[CH:42][CH:43]=2)[C@@H:32]([CH3:33])[C@@H:4]1[CH:1]1[CH2:2][CH2:3]1)(=[O:16])[CH3:18], predict the reactants needed to synthesize it. The reactants are: [CH:1]1([CH:4]=O)[CH2:3][CH2:2]1.[F:6][C:7]1[CH:13]=[CH:12][C:10]([NH2:11])=[CH:9][CH:8]=1.P(O)(OC1C=CC=CC=1)([O:16][C:17]1C=CC=C[CH:18]=1)=O.[CH:31](/[NH:34][C:35](=[O:44])[O:36][CH2:37][C:38]1[CH:43]=[CH:42][CH:41]=[CH:40][CH:39]=1)=[CH:32]\[CH3:33].